This data is from Catalyst prediction with 721,799 reactions and 888 catalyst types from USPTO. The task is: Predict which catalyst facilitates the given reaction. Reactant: [CH:1]([C:3]1[CH:11]=C(C(O)=O)[C:6]([OH:12])=[CH:5][CH:4]=1)=[O:2].[C:13](=O)([O-])[O-].[K+].[K+].CI.[C:21]([O:24][CH2:25]C)(=[O:23])[CH3:22].CCCCCC. Product: [CH3:13][O:12][C:6]1[CH:5]=[CH:4][C:3]([CH:1]=[O:2])=[CH:11][C:22]=1[C:21]([O:24][CH3:25])=[O:23]. The catalyst class is: 21.